This data is from Forward reaction prediction with 1.9M reactions from USPTO patents (1976-2016). The task is: Predict the product of the given reaction. (1) Given the reactants [Cl:1][C:2]1[CH:7]=[C:6]([F:8])[CH:5]=[CH:4][C:3]=1[S:9]([NH:12][CH2:13][C@@H:14]([OH:33])[CH2:15][CH2:16][NH:17][C:18](=[O:32])[C@H:19]([CH2:28][CH:29]([CH3:31])[CH3:30])[NH:20]C(OC(C)(C)C)=O)(=[O:11])=[O:10].Cl, predict the reaction product. The product is: [Cl:1][C:2]1[CH:7]=[C:6]([F:8])[CH:5]=[CH:4][C:3]=1[S:9]([NH:12][CH2:13][C@@H:14]([OH:33])[CH2:15][CH2:16][NH:17][C:18](=[O:32])[C@H:19]([CH2:28][CH:29]([CH3:30])[CH3:31])[NH2:20])(=[O:10])=[O:11]. (2) The product is: [OH:22][C@H:19]1[CH2:20][CH2:21][C@@H:17]([NH:16][C:9](=[O:10])[O:11][C:12]([CH3:13])([CH3:14])[CH3:15])[CH2:18]1. Given the reactants [C:9](O[C:9]([O:11][C:12]([CH3:15])([CH3:14])[CH3:13])=[O:10])([O:11][C:12]([CH3:15])([CH3:14])[CH3:13])=[O:10].[NH2:16][C@@H:17]1[CH2:21][CH2:20][C@H:19]([OH:22])[CH2:18]1.C(N(CC)CC)C, predict the reaction product. (3) Given the reactants [CH3:1][P:2](=[O:7])([O:5][CH3:6])[O:3][CH3:4].[Li]CCCC.C[O:14][C:15](=O)[C@H:16]([CH2:25][C:26]1[CH:31]=[CH:30][CH:29]=[CH:28][CH:27]=1)[NH:17][C:18]([O:20][C:21]([CH3:24])([CH3:23])[CH3:22])=[O:19].CC(O)=O, predict the reaction product. The product is: [C:26]1([CH2:25][C@H:16]([NH:17][C:18]([O:20][C:21]([CH3:24])([CH3:23])[CH3:22])=[O:19])[C:15](=[O:14])[CH2:1][P:2](=[O:7])([O:5][CH3:6])[O:3][CH3:4])[CH:27]=[CH:28][CH:29]=[CH:30][CH:31]=1. (4) Given the reactants C(OC([N:11]1[CH2:15][CH:14]2[CH2:16][CH:17]([CH2:19][O:20][C:21]3[CH:30]=[C:29]4[C:24]([C:25]([O:31][C:32]5[CH:37]=[CH:36][C:35]([N+:38]([O-:40])=[O:39])=[CH:34][C:33]=5[F:41])=[CH:26][CH:27]=[N:28]4)=[CH:23][C:22]=3[O:42][CH3:43])[CH2:18][CH:13]2[CH2:12]1)=O)C1C=CC=CC=1.Br, predict the reaction product. The product is: [F:41][C:33]1[CH:34]=[C:35]([N+:38]([O-:40])=[O:39])[CH:36]=[CH:37][C:32]=1[O:31][C:25]1[C:24]2[C:29](=[CH:30][C:21]([O:20][CH2:19][CH:17]3[CH2:18][CH:13]4[CH2:12][NH:11][CH2:15][CH:14]4[CH2:16]3)=[C:22]([O:42][CH3:43])[CH:23]=2)[N:28]=[CH:27][CH:26]=1.